Predict the reactants needed to synthesize the given product. From a dataset of Full USPTO retrosynthesis dataset with 1.9M reactions from patents (1976-2016). (1) The reactants are: [Cl-].[CH3:2][O:3][C:4]1[CH:11]=[CH:10][CH:9]=[CH:8][C:5]=1[CH2:6][Zn+].C(Cl)Cl.[O:15]1[C:19]2[CH:20]=[CH:21][C:22]([C:24]3([C:27]([NH:29][C:30]4[CH:31]=[N:32][C:33](Br)=[CH:34][CH:35]=4)=[O:28])[CH2:26][CH2:25]3)=[CH:23][C:18]=2[O:17][CH2:16]1.C(N(CC([O-])=O)CC(O)=O)CN(CC([O-])=O)CC(O)=O.[Na+].[Na+].[NH4+].[Cl-]. Given the product [O:15]1[C:19]2[CH:20]=[CH:21][C:22]([C:24]3([C:27]([NH:29][C:30]4[CH:31]=[N:32][C:33]([CH2:6][C:5]5[CH:8]=[CH:9][CH:10]=[CH:11][C:4]=5[O:3][CH3:2])=[CH:34][CH:35]=4)=[O:28])[CH2:26][CH2:25]3)=[CH:23][C:18]=2[O:17][CH2:16]1, predict the reactants needed to synthesize it. (2) Given the product [CH3:1][O:2][C:3]([C:5]1[S:6][C:7]([C:11]#[C:12][C:13]([CH3:16])([CH3:15])[CH3:14])=[CH:8][C:9]=1[NH:10][CH:20]1[CH2:21][CH2:22][O:17][CH2:18][CH2:19]1)=[O:4], predict the reactants needed to synthesize it. The reactants are: [CH3:1][O:2][C:3]([C:5]1[S:6][C:7]([C:11]#[C:12][C:13]([CH3:16])([CH3:15])[CH3:14])=[CH:8][C:9]=1[NH2:10])=[O:4].[O:17]1[CH2:22][CH2:21][C:20](=O)[CH2:19][CH2:18]1.C(O)(=O)C.C(O[BH-](OC(=O)C)OC(=O)C)(=O)C.[Na+]. (3) Given the product [CH3:1][O:2][C:3](=[O:11])[C:4]1[CH:9]=[CH:8][CH:7]=[N:6][C:5]=1[CH:12]=[CH:13][C:14]1[CH:19]=[CH:18][CH:17]=[CH:16][CH:15]=1, predict the reactants needed to synthesize it. The reactants are: [CH3:1][O:2][C:3](=[O:11])[C:4]1[CH:9]=[CH:8][CH:7]=[N:6][C:5]=1Cl.[CH2:12]=[CH:13][C:14]1[CH:19]=[CH:18][CH:17]=[CH:16][CH:15]=1.C([O-])(=O)C.[Na+].C1(P(C2C=CC=CC=2)C2C=CC=CC=2)C=CC=CC=1. (4) Given the product [C@H:16]12[CH2:22][C@H:19]([CH2:20][CH2:21]1)[CH2:18][C@H:17]2[NH:23][C:2]1[N:7]=[C:6]([C:8]([F:11])([F:10])[F:9])[C:5]([C:12]([O:14][CH3:15])=[O:13])=[CH:4][N:3]=1, predict the reactants needed to synthesize it. The reactants are: Cl[C:2]1[N:7]=[C:6]([C:8]([F:11])([F:10])[F:9])[C:5]([C:12]([O:14][CH3:15])=[O:13])=[CH:4][N:3]=1.[CH:16]12[CH2:22][CH:19]([CH2:20][CH2:21]1)[CH2:18][CH:17]2[NH2:23].C(N(CC)C(C)C)(C)C.Cl.